Task: Binary Classification. Given a miRNA mature sequence and a target amino acid sequence, predict their likelihood of interaction.. Dataset: Experimentally validated miRNA-target interactions with 360,000+ pairs, plus equal number of negative samples The miRNA is hsa-miR-6831-3p with sequence UGACUAACUCCCACUCUACAG. The protein sequence of the target gene is MSAAEAGGVFHRARGRTLAAFPAEKESEWKGPFYFILGADPQFGLIKAWSTGDCDNGGDEWEQEIRLTEQAVQAINKLNPKPKFFVLCGDLIHAMPGKPWRTEQTEDLKRVLRAVDRAIPLVLVSGNHDIGNTPTAETVEEFCRTWGDDYFSFWVGGVLFLVLNSQFYENPSKCPSLKQAQDQWLDEQLSIARQRHCQHAIVFQHIPLFLESIDEDDDYYFNLSKSTRKKLADKFIHAGVKVVFSGHYHRNAGGTYQNLDMVVSSAIGCQLGRDPHGLRVVVVTAEKIVHRYYSLDELSE.... Result: 1 (interaction).